From a dataset of Reaction yield outcomes from USPTO patents with 853,638 reactions. Predict the reaction yield, written as a fraction of the theoretical maximum amount of product (1.0 means a 100% yield; for example, 0.34 means a 34% yield). (1) The reactants are [OH:1][C:2]1[CH:10]=[CH:9][C:5]([C:6]([OH:8])=[O:7])=[CH:4][CH:3]=1.S(=O)(=O)(O)O.[CH3:16]O. No catalyst specified. The product is [CH3:16][O:7][C:6](=[O:8])[C:5]1[CH:9]=[CH:10][C:2]([OH:1])=[CH:3][CH:4]=1. The yield is 0.990. (2) The reactants are [CH2:1]([O:3][C:4](=[O:32])[CH2:5][O:6][C:7]1[C:8]([CH2:13][NH:14][C:15](=O)[CH2:16][C:17]([N:20]2[C:28](=[O:29])[C:27]3[C:22](=[CH:23][CH:24]=[CH:25][CH:26]=3)[C:21]2=[O:30])([CH3:19])[CH3:18])=[N:9][CH:10]=[CH:11][CH:12]=1)[CH3:2]. The catalyst is P(Cl)(Cl)(Cl)=O. The product is [CH2:1]([O:3][C:4](=[O:32])[CH2:5][O:6][C:7]1[C:8]2[N:9]([C:15]([CH2:16][C:17]([N:20]3[C:28](=[O:29])[C:27]4[C:22](=[CH:23][CH:24]=[CH:25][CH:26]=4)[C:21]3=[O:30])([CH3:19])[CH3:18])=[N:14][CH:13]=2)[CH:10]=[CH:11][CH:12]=1)[CH3:2]. The yield is 0.550. (3) The reactants are [CH3:1][C:2]1[O:6][N:5]=[C:4]([C:7]2[CH:12]=[CH:11][N:10]=[CH:9][N:8]=2)[C:3]=1[CH2:13][O:14][C:15]1[CH:23]=[CH:22][C:18]([C:19]([OH:21])=O)=[CH:17][N:16]=1.ClC1C=[C:27]([C:31]2[C:35](COC3C=CC(C(O)=O)=CN=3)=C(C)O[N:32]=2)C=CC=1.C(N)(C)C. No catalyst specified. The product is [CH:31]([NH:32][C:19](=[O:21])[C:18]1[CH:22]=[CH:23][C:15]([O:14][CH2:13][C:3]2[C:4]([C:7]3[CH:12]=[CH:11][N:10]=[CH:9][N:8]=3)=[N:5][O:6][C:2]=2[CH3:1])=[N:16][CH:17]=1)([CH3:35])[CH3:27]. The yield is 0.730. (4) The reactants are I([O-])(=O)(=O)=O.[Na+].[CH2:7]([N:9]1[C:15]2[CH:16]=[C:17]([N+:20]([O-:22])=[O:21])[CH:18]=[CH:19][C:14]=2[O:13][CH2:12][C:11](CO)([OH:23])[CH2:10]1)[CH3:8]. The catalyst is CC(C)=O.O.O1CCCC1. The product is [CH2:7]([N:9]1[C:15]2[CH:16]=[C:17]([N+:20]([O-:22])=[O:21])[CH:18]=[CH:19][C:14]=2[O:13][CH2:12][C:11](=[O:23])[CH2:10]1)[CH3:8]. The yield is 0.740. (5) The reactants are [Cl:1][C:2]1[CH:7]=[CH:6][CH:5]=[C:4]([N+:8]([O-])=O)[C:3]=1[N:11]1[CH2:16][CH2:15][N:14]([CH2:17][CH2:18][CH2:19][N:20]2[C:28]3[CH2:27][CH2:26][N:25]([S:29]([CH3:32])(=[O:31])=[O:30])[CH2:24][C:23]=3[C:22]([C:33]3[CH:38]=[CH:37][C:36]([C:39]([F:42])([F:41])[F:40])=[CH:35][CH:34]=3)=[N:21]2)[CH2:13][CH2:12]1.C(O)(=O)C. The catalyst is CCO.[Zn]. The product is [Cl:1][C:2]1[C:3]([N:11]2[CH2:16][CH2:15][N:14]([CH2:17][CH2:18][CH2:19][N:20]3[C:28]4[CH2:27][CH2:26][N:25]([S:29]([CH3:32])(=[O:30])=[O:31])[CH2:24][C:23]=4[C:22]([C:33]4[CH:34]=[CH:35][C:36]([C:39]([F:40])([F:41])[F:42])=[CH:37][CH:38]=4)=[N:21]3)[CH2:13][CH2:12]2)=[C:4]([NH2:8])[CH:5]=[CH:6][CH:7]=1. The yield is 1.00. (6) The reactants are [F:1][C:2]([F:23])([F:22])[C:3]1[CH:8]=[CH:7][C:6]([C:9]2[C:13]3[CH:14]=[CH:15][C:16]([CH2:18][CH2:19][CH2:20][OH:21])=[CH:17][C:12]=3[S:11][N:10]=2)=[CH:5][CH:4]=1.[CH3:24][S:25](Cl)(=[O:27])=[O:26].C(N(CC)CC)C. The catalyst is C(Cl)Cl. The product is [F:23][C:2]([F:1])([F:22])[C:3]1[CH:4]=[CH:5][C:6]([C:9]2[C:13]3[CH:14]=[CH:15][C:16]([CH2:18][CH2:19][CH2:20][O:21][S:25]([CH3:24])(=[O:27])=[O:26])=[CH:17][C:12]=3[S:11][N:10]=2)=[CH:7][CH:8]=1. The yield is 0.790. (7) The reactants are [NH2:1][C:2]1[S:3][C:4]([CH:7]=[N:8]O)=[CH:5][N:6]=1.[F:10][C:11]([F:22])([F:21])[C:12](O[C:12](=[O:13])[C:11]([F:22])([F:21])[F:10])=[O:13]. The catalyst is CCOC(C)=O. The product is [C:7]([C:4]1[S:3][C:2]([NH:1][C:12](=[O:13])[C:11]([F:22])([F:21])[F:10])=[N:6][CH:5]=1)#[N:8]. The yield is 0.660.